Dataset: Forward reaction prediction with 1.9M reactions from USPTO patents (1976-2016). Task: Predict the product of the given reaction. (1) Given the reactants [CH3:1][N:2]1[C:6]([CH:7]2[C:16](=O)[C:15]3[C:14]([C:18]([O:20]CC)=O)=[CH:13][CH:12]=[CH:11][C:10]=3[NH:9][CH:8]2[C:23]2[CH:28]=[CH:27][CH:26]=[CH:25][CH:24]=2)=[N:5][CH:4]=[N:3]1.O.[NH2:30][NH2:31], predict the reaction product. The product is: [CH3:1][N:2]1[C:6]([CH:7]2[C:16]3=[N:30][NH:31][C:18](=[O:20])[C:14]4[CH:13]=[CH:12][CH:11]=[C:10]([C:15]=43)[NH:9][CH:8]2[C:23]2[CH:28]=[CH:27][CH:26]=[CH:25][CH:24]=2)=[N:5][CH:4]=[N:3]1. (2) Given the reactants [Br:1][C:2]1[C:3]([F:9])=[C:4]([OH:8])[CH:5]=[CH:6][CH:7]=1.Br[CH2:11][CH:12]1[CH2:16][CH2:15][CH2:14][O:13]1.C([O-])([O-])=O.[K+].[K+].CN(C=O)C, predict the reaction product. The product is: [Br:1][C:2]1[C:3]([F:9])=[C:4]([CH:5]=[CH:6][CH:7]=1)[O:8][CH2:11][CH:12]1[CH2:16][CH2:15][CH2:14][O:13]1. (3) The product is: [CH3:45][N:42]1[CH2:43][CH2:44][N:39]([NH:38][CH2:2][C:3]2[CH:31]=[CH:30][C:6]([C:7]([NH:9][C:10]3[CH:15]=[C:14]([NH:16][C:17]4[N:22]=[C:21]([C:23]5[CH:24]=[N:25][CH:26]=[CH:27][CH:28]=5)[CH:20]=[CH:19][N:18]=4)[CH:13]=[CH:12][C:11]=3[CH3:29])=[O:8])=[CH:5][CH:4]=2)[CH2:40][CH2:41]1. Given the reactants Cl[CH2:2][C:3]1[CH:31]=[CH:30][C:6]([C:7]([NH:9][C:10]2[C:11]([CH3:29])=[CH:12][CH:13]=[C:14]([NH:16][C:17]3[N:22]=[C:21]([C:23]4[CH:24]=[N:25][CH:26]=[CH:27][CH:28]=4)[CH:20]=[CH:19][N:18]=3)[CH:15]=2)=[O:8])=[CH:5][CH:4]=1.N1C=CC=CC=1.[NH2:38][N:39]1[CH2:44][CH2:43][N:42]([CH3:45])[CH2:41][CH2:40]1, predict the reaction product. (4) Given the reactants [CH3:1][C:2]1[C:7]([CH:8]=O)=[CH:6][N:5]=[C:4]([C:10]2[CH:15]=[CH:14][CH:13]=[CH:12][CH:11]=2)[N:3]=1.[CH3:16][CH:17]([CH3:33])[C:18]([NH:20][C:21]1[CH:26]=[CH:25][CH:24]=[C:23]([CH:27]2[CH2:32][CH2:31][NH:30][CH2:29][CH2:28]2)[CH:22]=1)=[O:19], predict the reaction product. The product is: [CH3:16][CH:17]([CH3:33])[C:18]([NH:20][C:21]1[CH:26]=[CH:25][CH:24]=[C:23]([CH:27]2[CH2:32][CH2:31][N:30]([CH2:8][C:7]3[C:2]([CH3:1])=[N:3][C:4]([C:10]4[CH:15]=[CH:14][CH:13]=[CH:12][CH:11]=4)=[N:5][CH:6]=3)[CH2:29][CH2:28]2)[CH:22]=1)=[O:19]. (5) Given the reactants [F:1][C:2]([F:19])([F:18])[C:3]1[CH:8]=[CH:7][C:6]([C:9]2[C:10]([C:15](Cl)=[O:16])=[CH:11][CH:12]=[CH:13][CH:14]=2)=[CH:5][CH:4]=1.[NH2:20][C:21]1[CH:44]=[CH:43][C:24]([CH2:25][NH:26][C:27]([C:29]2[N:34]=[C:33]([NH:35][C:36](=[O:42])[O:37][C:38]([CH3:41])([CH3:40])[CH3:39])[CH:32]=[CH:31][CH:30]=2)=[O:28])=[CH:23][CH:22]=1.C(N(CC)CC)C.C(OCC)(=O)C, predict the reaction product. The product is: [C:38]([O:37][C:36]([NH:35][C:33]1[N:34]=[C:29]([C:27]([NH:26][CH2:25][C:24]2[CH:43]=[CH:44][C:21]([NH:20][C:15]([C:10]3[CH:11]=[CH:12][CH:13]=[CH:14][C:9]=3[C:6]3[CH:7]=[CH:8][C:3]([C:2]([F:19])([F:18])[F:1])=[CH:4][CH:5]=3)=[O:16])=[CH:22][CH:23]=2)=[O:28])[CH:30]=[CH:31][CH:32]=1)=[O:42])([CH3:41])([CH3:39])[CH3:40].